Predict the reaction yield, written as a fraction of the theoretical maximum amount of product (1.0 means a 100% yield; for example, 0.34 means a 34% yield). From a dataset of Reaction yield outcomes from USPTO patents with 853,638 reactions. The reactants are [Cl:1][C:2]1[CH:3]=[C:4]([CH:20]=[CH:21][C:22]=1[Cl:23])[CH2:5][N:6]([O:18][CH3:19])[C:7](=[O:17])[CH:8]=[C:9]1[C:13](=[O:14])OC(C)(C)[O:10]1.[CH2:24]=O.[NH2:26][CH2:27][CH2:28][N:29]1[CH2:34][CH2:33][O:32][CH2:31][CH2:30]1. The catalyst is CO. The product is [Cl:1][C:2]1[CH:3]=[C:4]([CH:20]=[CH:21][C:22]=1[Cl:23])[CH2:5][N:6]([O:18][CH3:19])[C:7]([C:8]1[CH2:24][N:26]([CH2:27][CH2:28][N:29]2[CH2:34][CH2:33][O:32][CH2:31][CH2:30]2)[C:13](=[O:14])[C:9]=1[OH:10])=[O:17]. The yield is 0.280.